Dataset: Forward reaction prediction with 1.9M reactions from USPTO patents (1976-2016). Task: Predict the product of the given reaction. (1) Given the reactants [CH:1]1([O:6][C:7]2[CH:12]=[CH:11][CH:10]=[CH:9][C:8]=2[N:13]2[CH2:18][CH2:17][N:16]([CH2:19][CH:20]([OH:30])[CH2:21][N:22]3[C:26](=[O:27])[CH:25]=[C:24]([CH3:28])[C:23]3=[O:29])[CH2:15][CH2:14]2)[CH2:5][CH2:4][CH2:3][CH2:2]1.[CH:31]1([NH2:34])[CH2:33][CH2:32]1, predict the reaction product. The product is: [CH:1]1([O:6][C:7]2[CH:12]=[CH:11][CH:10]=[CH:9][C:8]=2[N:13]2[CH2:14][CH2:15][N:16]([CH2:19][CH:20]([OH:30])[CH2:21][N:22]3[C:23](=[O:29])[CH:24]([CH3:28])[CH:25]([NH:34][CH:31]4[CH2:33][CH2:32]4)[C:26]3=[O:27])[CH2:17][CH2:18]2)[CH2:2][CH2:3][CH2:4][CH2:5]1. (2) The product is: [NH:40]1[C:41]2[C:37](=[C:36]([C:2]3[N:3]=[C:4]([N:14]4[CH2:48][CH2:52][O:51][CH2:50][CH2:49]4)[C:5]4[S:10][C:9]([CH2:11][N:12]([CH3:13])[C:24](=[O:23])[CH2:25][OH:26])=[CH:8][C:6]=4[N:7]=3)[CH:44]=[CH:43][CH:42]=2)[CH:38]=[N:39]1. Given the reactants Cl[C:2]1[N:3]=[C:4]([N:14]2CCOCC2)[C:5]2[S:10][C:9]([CH2:11][NH:12][CH3:13])=[CH:8][C:6]=2[N:7]=1.C([O:23][CH2:24][C:25](Cl)=[O:26])(=O)C.CC1(C)C(C)(C)OB([C:36]2[CH:44]=[CH:43][CH:42]=[C:41]3[C:37]=2[CH:38]=[N:39][NH:40]3)O1.[Li+].[OH-].[CH2:48]1[CH2:52][O:51][CH2:50][CH2:49]1, predict the reaction product. (3) Given the reactants [F:1][C:2]1[C:3]([O:30][CH3:31])=[C:4]2[C:10](B3OC(C)(C)C(C)(C)O3)=[CH:9][N:8](S(C3C=CC(C)=CC=3)(=O)=O)[C:5]2=[N:6][CH:7]=1.Cl[C:33]1[N:38]=[C:37]([NH:39][C@H:40]2[CH2:45][CH2:44][CH2:43][C@@H:42]([NH:46][C:47]([N:49]3[CH2:53][CH2:52][C@@H:51]([F:54])[CH2:50]3)=[O:48])[CH2:41]2)[C:36]([F:55])=[CH:35][N:34]=1.P([O-])([O-])([O-])=O.[K+].[K+].[K+].C1(P(C2CCCCC2)C2C=CC=CC=2C2C(C(C)C)=CC(C(C)C)=CC=2C(C)C)CCCCC1, predict the reaction product. The product is: [F:54][C@@H:51]1[CH2:52][CH2:53][N:49]([C:47]([NH:46][C@@H:42]2[CH2:43][CH2:44][CH2:45][C@H:40]([NH:39][C:37]3[C:36]([F:55])=[CH:35][N:34]=[C:33]([C:10]4[C:4]5[C:5](=[N:6][CH:7]=[C:2]([F:1])[C:3]=5[O:30][CH3:31])[NH:8][CH:9]=4)[N:38]=3)[CH2:41]2)=[O:48])[CH2:50]1. (4) Given the reactants [Cl:1][C:2]1[CH:3]=[C:4]2[C:9](=[CH:10][CH:11]=1)[NH:8][C:7](=[O:12])[C:6]([CH:13]=O)=[CH:5]2.[NH2:15][C:16]1[CH:23]=[CH:22][C:19]([C:20]#[N:21])=[C:18]([CH3:24])[N:17]=1.CC(O)=O.C(O[BH-](OC(=O)C)OC(=O)C)(=O)C.[Na+], predict the reaction product. The product is: [Cl:1][C:2]1[CH:3]=[C:4]2[C:9](=[CH:10][CH:11]=1)[NH:8][C:7](=[O:12])[C:6]([CH2:13][NH:15][C:16]1[CH:23]=[CH:22][C:19]([C:20]#[N:21])=[C:18]([CH3:24])[N:17]=1)=[CH:5]2. (5) Given the reactants Br[C:2]1[S:6][CH:5]=[C:4]([C:7]([N:9]2[C@@H:18]3[C@@H:13]([CH2:14][CH2:15][CH2:16][CH2:17]3)[CH2:12][CH2:11][CH2:10]2)=[O:8])[CH:3]=1.[NH:19]1[CH:23]=[CH:22][CH:21]=[N:20]1.C(=O)([O-])[O-].[K+].[K+], predict the reaction product. The product is: [N:9]1([C:7]([C:4]2[CH:3]=[C:2]([N:19]3[CH:23]=[CH:22][CH:21]=[N:20]3)[S:6][CH:5]=2)=[O:8])[CH:18]2[CH:13]([CH2:14][CH2:15][CH2:16][CH2:17]2)[CH2:12][CH2:11][CH2:10]1.